From a dataset of TCR-epitope binding with 47,182 pairs between 192 epitopes and 23,139 TCRs. Binary Classification. Given a T-cell receptor sequence (or CDR3 region) and an epitope sequence, predict whether binding occurs between them. The epitope is FLYNLLTRV. The TCR CDR3 sequence is CAAGGVNQPQHF. Result: 1 (the TCR binds to the epitope).